From a dataset of Forward reaction prediction with 1.9M reactions from USPTO patents (1976-2016). Predict the product of the given reaction. (1) The product is: [Br:1][C:2]1[CH:7]=[CH:6][C:5]([CH:8]2[CH2:13][C:12]([S:14]([C:17]3[CH:22]=[CH:21][CH:20]=[C:19]([O:23][CH:24]([CH3:25])[CH3:26])[CH:18]=3)(=[O:16])=[O:15])([CH3:28])[CH2:11][CH2:10][O:9]2)=[C:4]([F:27])[CH:3]=1. Given the reactants [Br:1][C:2]1[CH:7]=[CH:6][C:5]([CH:8]2[CH2:13][CH:12]([S:14]([C:17]3[CH:22]=[CH:21][CH:20]=[C:19]([O:23][CH:24]([CH3:26])[CH3:25])[CH:18]=3)(=[O:16])=[O:15])[CH2:11][CH2:10][O:9]2)=[C:4]([F:27])[CH:3]=1.[CH3:28]C([O-])(C)C.[K+].CI, predict the reaction product. (2) Given the reactants [CH3:1][O:2][C:3]1[CH:4]=[C:5]([CH:9]=[CH:10][C:11]=1[C:12]1[CH:17]=[CH:16][CH:15]=[CH:14][N:13]=1)[C:6]([OH:8])=O.[NH2:18][C:19]1[CH:24]=[C:23]([Cl:25])[CH:22]=[CH:21][C:20]=1O, predict the reaction product. The product is: [Cl:25][C:23]1[CH:22]=[CH:21][C:20]2[O:8][C:6]([C:5]3[CH:9]=[CH:10][C:11]([C:12]4[CH:17]=[CH:16][CH:15]=[CH:14][N:13]=4)=[C:3]([O:2][CH3:1])[CH:4]=3)=[N:18][C:19]=2[CH:24]=1. (3) Given the reactants [CH3:1][C:2]([C:5]1[CH:6]=[C:7]([CH:11]=[C:12]([C:15]([CH3:18])([CH3:17])[CH3:16])[C:13]=1[OH:14])[C:8](Cl)=[O:9])([CH3:4])[CH3:3].[NH2:19][C:20]1[C:29]2[N:30]=[C:31]([CH2:36][CH2:37][CH2:38][CH3:39])[N:32]([CH2:33][CH2:34][NH2:35])[C:28]=2[C:27]2[N:26]=[CH:25][CH:24]=[CH:23][C:22]=2[N:21]=1, predict the reaction product. The product is: [NH2:19][C:20]1[C:29]2[N:30]=[C:31]([CH2:36][CH2:37][CH2:38][CH3:39])[N:32]([CH2:33][CH2:34][NH:35][C:8](=[O:9])[C:7]3[CH:6]=[C:5]([C:2]([CH3:4])([CH3:3])[CH3:1])[C:13]([OH:14])=[C:12]([C:15]([CH3:18])([CH3:17])[CH3:16])[CH:11]=3)[C:28]=2[C:27]2[N:26]=[CH:25][CH:24]=[CH:23][C:22]=2[N:21]=1. (4) Given the reactants [Cl:1][C:2]1[N:10]=[C:9]2[C:5]([N:6]=[CH:7][N:8]2[CH:11]([CH2:14][CH3:15])[CH2:12][CH3:13])=[C:4]([NH:16][C:17]2[CH:22]=[CH:21][CH:20]=[CH:19][CH:18]=2)[N:3]=1.[NH2:23][C@H:24]1[CH2:29][CH2:28][C@H:27]([NH2:30])[CH2:26][CH2:25]1, predict the reaction product. The product is: [ClH:1].[ClH:1].[NH2:23][C@H:24]1[CH2:29][CH2:28][C@H:27]([NH:30][C:2]2[N:10]=[C:9]3[C:5]([N:6]=[CH:7][N:8]3[CH:11]([CH2:14][CH3:15])[CH2:12][CH3:13])=[C:4]([NH:16][C:17]3[CH:22]=[CH:21][CH:20]=[CH:19][CH:18]=3)[N:3]=2)[CH2:26][CH2:25]1. (5) Given the reactants [O:1]=[C:2]1[C:6]2([CH2:11][CH2:10][N:9]([S:12](Cl)(=[O:14])=[O:13])[CH2:8][CH2:7]2)[CH2:5][CH2:4][N:3]1[C:16]1[CH:21]=[CH:20][C:19]([O:22][C:23]([F:26])([F:25])[F:24])=[CH:18][CH:17]=1.[CH3:27][NH:28][CH2:29][CH2:30][C:31]1[CH:36]=[CH:35][CH:34]=[CH:33][CH:32]=1, predict the reaction product. The product is: [CH3:27][N:28]([CH2:29][CH2:30][C:31]1[CH:36]=[CH:35][CH:34]=[CH:33][CH:32]=1)[S:12]([N:9]1[CH2:10][CH2:11][C:6]2([C:2](=[O:1])[N:3]([C:16]3[CH:21]=[CH:20][C:19]([O:22][C:23]([F:26])([F:25])[F:24])=[CH:18][CH:17]=3)[CH2:4][CH2:5]2)[CH2:7][CH2:8]1)(=[O:14])=[O:13].